From a dataset of Full USPTO retrosynthesis dataset with 1.9M reactions from patents (1976-2016). Predict the reactants needed to synthesize the given product. (1) Given the product [CH2:25]([O:9][C:6]1[C:7](=[O:8])[C:2]([Br:1])=[CH:3][O:4][C:5]=1[C:26]([OH:28])=[O:27])[C:16]1[CH:17]=[CH:18][CH:19]=[CH:20][CH:24]=1, predict the reactants needed to synthesize it. The reactants are: [Br:1][C:2]1[C:7](=[O:8])[C:6]([OH:9])=[CH:5][O:4][CH:3]=1.[OH-].[Na+].C=O.Cl.C[C:16]1([CH3:25])N([O])[C:20]([CH3:24])(C)[CH2:19][CH2:18][CH2:17]1.[C:26](=O)([O-:28])[OH:27].[Na+].[Na]. (2) Given the product [CH2:15]([O:12][C@H:10]([C:7]1[CH:8]=[CH:9][C:4]([F:3])=[CH:5][CH:6]=1)[CH3:11])[CH:14]=[CH2:13], predict the reactants needed to synthesize it. The reactants are: [H-].[Na+].[F:3][C:4]1[CH:9]=[CH:8][C:7]([C@@H:10]([OH:12])[CH3:11])=[CH:6][CH:5]=1.[CH2:13](Br)[CH:14]=[CH2:15]. (3) Given the product [Cl:35][C:15]1[CH:14]=[C:13]([NH:20][C:21]2[CH:26]=[CH:25][C:24]([C:27]([F:30])([F:29])[F:28])=[CH:23][N:22]=2)[C:12]2[C:17](=[N:18][C:9]([C:4]3[C:3]([C:2]([F:32])([F:31])[F:1])=[CH:8][CH:7]=[CH:6][N:5]=3)=[CH:10][CH:11]=2)[N:16]=1, predict the reactants needed to synthesize it. The reactants are: [F:1][C:2]([F:32])([F:31])[C:3]1[C:4]([C:9]2[N:18]=[C:17]3[C:12]([C:13]([NH:20][C:21]4[CH:26]=[CH:25][C:24]([C:27]([F:30])([F:29])[F:28])=[CH:23][N:22]=4)=[CH:14][C:15](O)=[N:16]3)=[CH:11][CH:10]=2)=[N:5][CH:6]=[CH:7][CH:8]=1.P(Cl)(Cl)([Cl:35])=O. (4) Given the product [Br:1][C:2]1[C:3]([O:10][CH3:11])=[C:4]([CH:7]=[CH:8][CH:9]=1)[CH:5]=[O:6], predict the reactants needed to synthesize it. The reactants are: [Br:1][C:2]1[C:3]([OH:10])=[C:4]([CH:7]=[CH:8][CH:9]=1)[CH:5]=[O:6].[C:11](=O)([O-])[O-].[Cs+].[Cs+].CI.O. (5) Given the product [S:31]1[C:27]2[CH:26]=[CH:25][CH:24]=[C:23]([O:22][C:19]3[CH:20]=[CH:21][C:16]([NH:15][C:13]4[C:14]5[N:6]([CH2:5][CH2:4][NH:3][C:33](=[O:35])[CH3:34])[CH:7]=[CH:8][C:9]=5[N:10]=[CH:11][N:12]=4)=[CH:17][C:18]=3[F:32])[C:28]=2[CH:29]=[N:30]1, predict the reactants needed to synthesize it. The reactants are: Cl.Cl.[NH2:3][CH2:4][CH2:5][N:6]1[C:14]2[C:13]([NH:15][C:16]3[CH:21]=[CH:20][C:19]([O:22][C:23]4[C:28]5[CH:29]=[N:30][S:31][C:27]=5[CH:26]=[CH:25][CH:24]=4)=[C:18]([F:32])[CH:17]=3)=[N:12][CH:11]=[N:10][C:9]=2[CH:8]=[CH:7]1.[C:33](O)(=[O:35])[CH3:34].ON1C2C=CC=CC=2N=N1.Cl.C(N=C=NCCCN(C)C)C. (6) Given the product [OH:26][C:21]12[CH2:22][CH:23]3[CH2:24][CH:19]([CH2:18][CH:17]([CH:16]3[NH:15][C:13]([C:5]3[C:6]([N:8]4[CH:12]=[CH:11][CH:10]=[N:9]4)=[N:7][C:2]([NH:33][C@H:30]4[CH2:31][CH2:32][O:28][CH2:29]4)=[N:3][CH:4]=3)=[O:14])[CH2:25]1)[CH2:20]2, predict the reactants needed to synthesize it. The reactants are: Cl[C:2]1[N:7]=[C:6]([N:8]2[CH:12]=[CH:11][CH:10]=[N:9]2)[C:5]([C:13]([NH:15][CH:16]2[CH:23]3[CH2:24][CH:19]4[CH2:20][C:21]([OH:26])([CH2:25][CH:17]2[CH2:18]4)[CH2:22]3)=[O:14])=[CH:4][N:3]=1.Cl.[O:28]1[CH2:32][CH2:31][C@H:30]([NH2:33])[CH2:29]1. (7) Given the product [CH3:1][C:2]1[O:6][N:5]=[C:4]([C:7]2[CH:8]=[CH:9][CH:10]=[CH:11][CH:12]=2)[C:3]=1[C:13]([N:20]1[CH2:19][CH2:18][C:17]([C:23]2[CH:28]=[CH:27][CH:26]=[CH:25][CH:24]=2)([OH:16])[CH2:22][CH2:21]1)=[O:15], predict the reactants needed to synthesize it. The reactants are: [CH3:1][C:2]1[O:6][N:5]=[C:4]([C:7]2[CH:12]=[CH:11][CH:10]=[CH:9][CH:8]=2)[C:3]=1[C:13]([OH:15])=O.[OH:16][C:17]1([C:23]2[CH:28]=[CH:27][CH:26]=[CH:25][CH:24]=2)[CH2:22][CH2:21][NH:20][CH2:19][CH2:18]1.Cl.C(N=C=NCCCN(C)C)C.C(N(CC)CC)C. (8) Given the product [Cl:1][C:2]1[CH:3]=[CH:4][C:5]([O:10][CH2:11][C:12]2[CH:17]=[CH:16][C:15]([Cl:18])=[CH:14][C:13]=2[F:19])=[C:6]([CH:7]([OH:8])[CH3:20])[CH:9]=1, predict the reactants needed to synthesize it. The reactants are: [Cl:1][C:2]1[CH:3]=[CH:4][C:5]([O:10][CH2:11][C:12]2[CH:17]=[CH:16][C:15]([Cl:18])=[CH:14][C:13]=2[F:19])=[C:6]([CH:9]=1)[CH:7]=[O:8].[CH3:20][Mg]Br.[Cl-].[NH4+]. (9) Given the product [CH2:1]([O:8][C:9]([N:11]1[CH:15]([C:16](=[O:18])[NH:60][C:61]2[S:62][CH:63]=[C:64]([C:66]3[CH:67]=[CH:68][C:69]([C:70](=[O:71])[NH:72][CH:73]4[CH2:75][CH2:74]4)=[CH:76][CH:77]=3)[N:65]=2)[CH2:14][S:13][C@@H:12]1[C:19]1[CH:24]=[CH:23][C:22]([C:25]#[N:26])=[CH:21][CH:20]=1)=[O:10])[C:2]1[CH:7]=[CH:6][CH:5]=[CH:4][CH:3]=1, predict the reactants needed to synthesize it. The reactants are: [CH2:1]([O:8][C:9]([N:11]1[CH:15]([C:16]([OH:18])=O)[CH2:14][S:13][C@@H:12]1[C:19]1[CH:24]=[CH:23][C:22]([C:25]#[N:26])=[CH:21][CH:20]=1)=[O:10])[C:2]1[CH:7]=[CH:6][CH:5]=[CH:4][CH:3]=1.CCN(C(C)C)C(C)C.CN(C(ON1N=NC2C=CC=NC1=2)=[N+](C)C)C.F[P-](F)(F)(F)(F)F.[NH2:60][C:61]1[S:62][CH:63]=[C:64]([C:66]2[CH:77]=[CH:76][C:69]([C:70]([NH:72][CH:73]3[CH2:75][CH2:74]3)=[O:71])=[CH:68][CH:67]=2)[N:65]=1. (10) Given the product [N+:6]([C:9]1[CH:10]=[CH:11][C:12]2[O:13][C:14]([C:15]([O:17][CH3:18])=[O:16])=[CH:19][C:20](=[O:22])[C:24]=2[CH:25]=1)([O-:8])=[O:7], predict the reactants needed to synthesize it. The reactants are: ClS(O)(=O)=O.[N+:6]([C:9]1[CH:25]=[CH:24][C:12]([O:13]/[C:14](=[CH:19]\[C:20]([O:22]C)=O)/[C:15]([O:17][CH3:18])=[O:16])=[CH:11][CH:10]=1)([O-:8])=[O:7].[N+](C1C=CC(O/C(=C/C(OC)=O)/C(OC)=O)=CC=1)([O-])=O.